Dataset: Full USPTO retrosynthesis dataset with 1.9M reactions from patents (1976-2016). Task: Predict the reactants needed to synthesize the given product. Given the product [CH2:34]([N:41]1[C:45](=[O:46])[C:44](=[C:47]2[N:51]([CH3:52])[C:50]3[CH:53]=[CH:54][CH:55]=[CH:56][C:49]=3[S:48]2)[S:43][C:42]1=[N:20][C:5]1[CH:6]=[C:7]([NH:10][C:11]([N:13]2[CH2:18][CH2:17][N:16]([CH3:19])[CH2:15][CH2:14]2)=[O:12])[CH:8]=[CH:9][C:4]=1[NH:3][CH2:1][CH3:2])[C:35]1[CH:36]=[CH:37][CH:38]=[CH:39][CH:40]=1, predict the reactants needed to synthesize it. The reactants are: [CH2:1]([NH:3][C:4]1[CH:9]=[CH:8][C:7]([NH:10][C:11]([N:13]2[CH2:18][CH2:17][N:16]([CH3:19])[CH2:15][CH2:14]2)=[O:12])=[CH:6][C:5]=1[N+:20]([O-])=O)[CH3:2].C1(C)C=CC(S([O-])(=O)=O)=CC=1.[CH2:34]([N:41]1[C:45](=[O:46])[C:44](=[C:47]2[N:51]([CH3:52])[C:50]3[CH:53]=[CH:54][CH:55]=[CH:56][C:49]=3[S:48]2)[S:43][CH2+:42]1SC)[C:35]1[CH:40]=[CH:39][CH:38]=[CH:37][CH:36]=1.